From a dataset of Peptide-MHC class II binding affinity with 134,281 pairs from IEDB. Regression. Given a peptide amino acid sequence and an MHC pseudo amino acid sequence, predict their binding affinity value. This is MHC class II binding data. (1) The peptide sequence is NSFKPFAEYKSDYVY. The MHC is HLA-DQA10201-DQB10202 with pseudo-sequence HLA-DQA10201-DQB10202. The binding affinity (normalized) is 0.444. (2) The peptide sequence is TITVYAVTYYKEADY. The MHC is DRB1_0301 with pseudo-sequence DRB1_0301. The binding affinity (normalized) is 0.185. (3) The peptide sequence is QYAKEIWGITANPVP. The MHC is HLA-DPA10201-DPB10101 with pseudo-sequence HLA-DPA10201-DPB10101. The binding affinity (normalized) is 0.620. (4) The peptide sequence is APTGMFVAGAKYMVI. The MHC is DRB1_0101 with pseudo-sequence DRB1_0101. The binding affinity (normalized) is 0.687. (5) The peptide sequence is LSKDGCTSAKGPDYK. The MHC is DRB4_0101 with pseudo-sequence DRB4_0103. The binding affinity (normalized) is 0.307. (6) The peptide sequence is KGNKTCGFVDERGLY. The MHC is DRB1_1302 with pseudo-sequence DRB1_1302. The binding affinity (normalized) is 0.184.